This data is from Full USPTO retrosynthesis dataset with 1.9M reactions from patents (1976-2016). The task is: Predict the reactants needed to synthesize the given product. (1) Given the product [Cl:12][C:11]1[C:2]([NH:1][C:66](=[O:67])[CH2:65][C:62]2[CH:61]=[CH:60][C:59]([C:58]([F:69])([F:57])[F:70])=[CH:64][CH:63]=2)=[C:3]2[C:8](=[CH:9][CH:10]=1)[C:7](=[O:13])[N:6]([C@H:14]([CH3:18])[C:15]([NH2:17])=[O:16])[CH:5]=[CH:4]2, predict the reactants needed to synthesize it. The reactants are: [NH2:1][C:2]1[C:11]([Cl:12])=[CH:10][CH:9]=[C:8]2[C:3]=1[CH:4]=[CH:5][N:6]([C@H:14]([CH3:18])[C:15]([NH2:17])=[O:16])[C:7]2=[O:13].CN(C)C=O.C(N(CC)C(C)C)(C)C.F[P-](F)(F)(F)(F)F.C[N+](C)=C(N(C)C)ON1C2N=CC=CC=2N=N1.[F:57][C:58]([F:70])([F:69])[C:59]1[CH:64]=[CH:63][C:62]([CH2:65][C:66](O)=[O:67])=[CH:61][CH:60]=1. (2) Given the product [CH2:1]([N:8]1[CH:12]=[C:11]([CH2:13][OH:14])[C:10]([O:18][CH2:19][C:20]2[CH:25]=[CH:24][C:23]([O:26][CH2:27][C:28]3[N:29]=[C:30]([C:34]4[CH:39]=[CH:38][CH:37]=[CH:36][CH:35]=4)[O:31][C:32]=3[CH3:33])=[C:22]([O:40][CH3:41])[CH:21]=2)=[N:9]1)[C:2]1[CH:7]=[CH:6][CH:5]=[CH:4][CH:3]=1, predict the reactants needed to synthesize it. The reactants are: [CH2:1]([N:8]1[CH:12]=[C:11]([C:13](OCC)=[O:14])[C:10]([O:18][CH2:19][C:20]2[CH:25]=[CH:24][C:23]([O:26][CH2:27][C:28]3[N:29]=[C:30]([C:34]4[CH:39]=[CH:38][CH:37]=[CH:36][CH:35]=4)[O:31][C:32]=3[CH3:33])=[C:22]([O:40][CH3:41])[CH:21]=2)=[N:9]1)[C:2]1[CH:7]=[CH:6][CH:5]=[CH:4][CH:3]=1.[H-].[Al+3].[Li+].[H-].[H-].[H-].O.O.O.O.O.O.O.O.O.O.S([O-])([O-])(=O)=O.[Na+].[Na+]. (3) Given the product [OH2:22].[CH2:19]([S:21]([OH:24])(=[O:23])=[O:22])[CH3:20].[CH3:1][CH:2]([CH3:18])[CH2:3][N:4]1[C:16]2[C:15]3[N:14]=[CH:13][CH:12]=[CH:11][C:10]=3[N:9]=[C:8]([NH2:17])[C:7]=2[N:6]=[CH:5]1, predict the reactants needed to synthesize it. The reactants are: [CH3:1][CH:2]([CH3:18])[CH2:3][N:4]1[C:16]2[C:15]3[N:14]=[CH:13][CH:12]=[CH:11][C:10]=3[N:9]=[C:8]([NH2:17])[C:7]=2[N:6]=[CH:5]1.[CH2:19]([S:21]([OH:24])(=[O:23])=[O:22])[CH3:20]. (4) Given the product [OH:11][CH:8]([C:5]1[N:6]=[CH:7][C:2]([C:17]2[CH:18]=[CH:19][C:14]([C:12]#[N:13])=[CH:15][CH:16]=2)=[CH:3][CH:4]=1)[CH2:9][CH3:10], predict the reactants needed to synthesize it. The reactants are: Br[C:2]1[CH:3]=[CH:4][C:5]([CH:8]([OH:11])[CH2:9][CH3:10])=[N:6][CH:7]=1.[C:12]([C:14]1[CH:19]=[CH:18][C:17](B(O)O)=[CH:16][CH:15]=1)#[N:13].C([O-])([O-])=O.[Na+].[Na+]. (5) Given the product [CH3:1][C:2]([CH3:3])([C:6]1[CH:11]=[CH:10][CH:9]=[CH:8][C:7]=1[O:12][CH2:13][C:14]1[CH:19]=[CH:18][CH:17]=[CH:16][CH:15]=1)[NH2:44], predict the reactants needed to synthesize it. The reactants are: [CH3:1][C:2](C)([C:6]1[CH:11]=[CH:10][CH:9]=[CH:8][C:7]=1[O:12][CH2:13][C:14]1[CH:19]=[CH:18][CH:17]=[CH:16][CH:15]=1)[C:3](N)=O.FC(F)(F)C(OI(C1C=CC=CC=1)OC(=O)C(F)(F)F)=O.C(#[N:44])C.